Dataset: Full USPTO retrosynthesis dataset with 1.9M reactions from patents (1976-2016). Task: Predict the reactants needed to synthesize the given product. (1) Given the product [NH:37]1[C:33]([C:28]2[CH:29]=[CH:30][CH:31]=[CH:32][C:27]=2[C:23]2[CH:22]=[C:21]3[C:26](=[CH:25][CH:24]=2)[C@@H:18]([N:17]2[C:6]4=[N:7][C:8]([C@@H:65]([O:64][CH3:63])[CH:61]([CH3:62])[CH3:59])=[CH:9][C:10]([CH3:11])=[C:5]4[N:4]=[C:3]2[CH2:1][CH3:2])[CH2:19][CH2:20]3)=[N:34][N:35]=[N:36]1, predict the reactants needed to synthesize it. The reactants are: [CH2:1]([C:3]1[N:17]([C@@H:18]2[C:26]3[C:21](=[CH:22][C:23]([C:27]4[CH:32]=[CH:31][CH:30]=[CH:29][C:28]=4[C:33]4[N:37](C(C5C=CC=CC=5)(C5C=CC=CC=5)C5C=CC=CC=5)[N:36]=[N:35][N:34]=4)=[CH:24][CH:25]=3)[CH2:20][CH2:19]2)[C:6]2=[N:7][C:8]([C@@H](O)C(C)C)=[CH:9][C:10]([CH3:11])=[C:5]2[N:4]=1)[CH3:2].[H-].[Na+].[CH3:59]I.[CH2:61]1[CH2:65][O:64][CH2:63][CH2:62]1. (2) Given the product [Br:13][CH2:12][C:11]1[C:2]([Cl:1])=[C:3]([CH:8]=[CH:9][CH:10]=1)[C:4]([O:6][CH3:7])=[O:5], predict the reactants needed to synthesize it. The reactants are: [Cl:1][C:2]1[C:11]([CH3:12])=[CH:10][CH:9]=[CH:8][C:3]=1[C:4]([O:6][CH3:7])=[O:5].[Br:13]N1C(=O)CCC1=O.N(/C(C)(C)C#N)=N\C(C)(C)C#N. (3) Given the product [CH2:1]([O:3][C:4](=[O:15])[CH:5]([N:7]([CH2:8][C:9]1[CH:14]=[CH:13][CH:12]=[CH:11][CH:10]=1)[CH2:28][CH2:27][Cl:26])[CH3:6])[CH3:2], predict the reactants needed to synthesize it. The reactants are: [CH2:1]([O:3][C:4](=[O:15])[CH:5]([NH:7][CH2:8][C:9]1[CH:14]=[CH:13][CH:12]=[CH:11][CH:10]=1)[CH3:6])[CH3:2].[O-]S([O-])(=O)=O.[Mg+2].C(O)(=O)C.[Cl:26][CH2:27][CH:28]=O.C(O[BH-](OC(=O)C)OC(=O)C)(=O)C.[Na+]. (4) Given the product [Cl:10][C:11]1[CH:12]=[CH:13][C:14]([O:37][CH2:38][C:39]2[CH:44]=[CH:43][C:42]([F:45])=[CH:41][C:40]=2[F:46])=[C:15]([CH:36]=1)[CH2:16][N:17]1[C:26]2[CH:25]=[CH:24][N:23]=[C:22]([CH:27]=[O:28])[C:21]=2[CH2:20][CH2:19][CH2:18]1, predict the reactants needed to synthesize it. The reactants are: CC(C[AlH]CC(C)C)C.[Cl:10][C:11]1[CH:12]=[CH:13][C:14]([O:37][CH2:38][C:39]2[CH:44]=[CH:43][C:42]([F:45])=[CH:41][C:40]=2[F:46])=[C:15]([CH:36]=1)[CH2:16][N:17]1[C:26]2[CH:25]=[CH:24][N:23]=[C:22]([C:27](N(C(C)C)C(C)C)=[O:28])[C:21]=2[CH2:20][CH2:19][CH2:18]1. (5) The reactants are: [Cl:1][C:2]1[CH:7]=[CH:6][N:5]=[C:4]2[NH:8][C:9]([C:11]3[CH:19]=[CH:18][C:14]([C:15]([OH:17])=O)=[CH:13][CH:12]=3)=[N:10][C:3]=12.[NH:20]1[CH2:25][CH2:24][O:23][CH2:22][CH2:21]1. Given the product [Cl:1][C:2]1[CH:7]=[CH:6][N:5]=[C:4]2[NH:8][C:9]([C:11]3[CH:12]=[CH:13][C:14]([C:15]([N:20]4[CH2:25][CH2:24][O:23][CH2:22][CH2:21]4)=[O:17])=[CH:18][CH:19]=3)=[N:10][C:3]=12, predict the reactants needed to synthesize it. (6) Given the product [F:60][C:40]([F:39])([S:56]([O-:59])(=[O:57])=[O:58])[C:41]([F:55])([F:54])[C:42]([F:53])([F:52])[S:43]([N:46]1[CH2:47][CH2:48][CH2:49][CH2:50][CH2:51]1)(=[O:44])=[O:45].[CH:9]1([O:15][CH2:16][O:17][CH2:18][CH2:19][C:20]2[CH:25]=[CH:24][C:23]([S+:26]([C:33]3[CH:38]=[CH:37][CH:36]=[CH:35][CH:34]=3)[C:27]3[CH:32]=[CH:31][CH:30]=[CH:29][CH:28]=3)=[CH:22][CH:21]=2)[CH2:14][CH2:13][CH2:12][CH2:11][CH2:10]1, predict the reactants needed to synthesize it. The reactants are: FC(F)(F)S([O-])(=O)=O.[CH:9]1([O:15][CH2:16][O:17][CH2:18][CH2:19][C:20]2[CH:25]=[CH:24][C:23]([S+:26]([C:33]3[CH:38]=[CH:37][CH:36]=[CH:35][CH:34]=3)[C:27]3[CH:32]=[CH:31][CH:30]=[CH:29][CH:28]=3)=[CH:22][CH:21]=2)[CH2:14][CH2:13][CH2:12][CH2:11][CH2:10]1.[F:39][C:40]([F:60])([S:56]([O-:59])(=[O:58])=[O:57])[C:41]([F:55])([F:54])[C:42]([F:53])([F:52])[S:43]([N:46]1[CH2:51][CH2:50][CH2:49][CH2:48][CH2:47]1)(=[O:45])=[O:44].[Na+]. (7) Given the product [CH3:1][O:2][C:3]1[CH:4]=[C:5]2[C:10](=[CH:11][C:12]=1[O:13][CH3:14])[N:9]=[CH:8][CH:7]=[C:6]2[O:15][C:16]1[C:22]([CH3:23])=[CH:21][C:19]([NH:20][C:29](=[O:35])[O:30][C:31]2[CH:42]=[CH:43][CH:44]=[C:39]([O:38][CH3:37])[CH:40]=2)=[C:18]([CH3:24])[CH:17]=1, predict the reactants needed to synthesize it. The reactants are: [CH3:1][O:2][C:3]1[CH:4]=[C:5]2[C:10](=[CH:11][C:12]=1[O:13][CH3:14])[N:9]=[CH:8][CH:7]=[C:6]2[O:15][C:16]1[C:22]([CH3:23])=[CH:21][C:19]([NH2:20])=[C:18]([CH3:24])[CH:17]=1.ClC(Cl)(O[C:29](=[O:35])[O:30][C:31](Cl)(Cl)Cl)Cl.[CH3:37][O:38][C:39]1[CH:40]=C(O)[CH:42]=[CH:43][CH:44]=1.C(=O)(O)[O-].[Na+]. (8) Given the product [CH2:1]([O:3][C:4]([C:6]1([C:9]2[CH:10]=[CH:11][C:12]([C:15]3[CH:20]=[CH:19][C:18]([C:21]4[O:25][N:24]=[C:23]([CH3:26])[C:22]=4[NH:27][C:31]4[CH:40]=[CH:39][C:38]5[C:33](=[CH:34][CH:35]=[CH:36][CH:37]=5)[N:32]=4)=[CH:17][CH:16]=3)=[CH:13][CH:14]=2)[CH2:8][CH2:7]1)=[O:5])[CH3:2], predict the reactants needed to synthesize it. The reactants are: [CH2:1]([O:3][C:4]([C:6]1([C:9]2[CH:14]=[CH:13][C:12]([C:15]3[CH:20]=[CH:19][C:18]([C:21]4[O:25][N:24]=[C:23]([CH3:26])[C:22]=4[NH2:27])=[CH:17][CH:16]=3)=[CH:11][CH:10]=2)[CH2:8][CH2:7]1)=[O:5])[CH3:2].[H-].[Na+].Cl[C:31]1[CH:40]=[CH:39][C:38]2[C:33](=[CH:34][CH:35]=[CH:36][CH:37]=2)[N:32]=1.